This data is from Full USPTO retrosynthesis dataset with 1.9M reactions from patents (1976-2016). The task is: Predict the reactants needed to synthesize the given product. (1) Given the product [N+:20]([C:23]1[CH:28]=[CH:27][CH:26]=[C:25]([O:29][CH2:8][CH2:9][CH2:10][CH2:11][CH2:12][O:13][C:14]2[CH:19]=[CH:18][CH:17]=[CH:16][CH:15]=2)[CH:24]=1)([O-:22])=[O:21], predict the reactants needed to synthesize it. The reactants are: C(=O)([O-])[O-].[K+].[K+].Br[CH2:8][CH2:9][CH2:10][CH2:11][CH2:12][O:13][C:14]1[CH:19]=[CH:18][CH:17]=[CH:16][CH:15]=1.[N+:20]([C:23]1[CH:24]=[C:25]([OH:29])[CH:26]=[CH:27][CH:28]=1)([O-:22])=[O:21].[I-].[K+]. (2) Given the product [CH2:7]([C:15]1[CH:27]=[CH:26][C:18]([C:19]([OH:21])=[O:20])=[C:17]([NH:28][C:29]2[CH:34]=[CH:33][CH:32]=[C:31]([N:35]3[CH:39]=[CH:38][CH:37]=[CH:36]3)[CH:30]=2)[CH:16]=1)[CH2:8][C:9]1[CH:10]=[CH:11][CH:12]=[CH:13][CH:14]=1, predict the reactants needed to synthesize it. The reactants are: O1CCOCC1.[CH2:7]([C:15]1[CH:27]=[CH:26][C:18]([C:19]([O:21]C(C)(C)C)=[O:20])=[C:17]([NH:28][C:29]2[CH:34]=[CH:33][CH:32]=[C:31]([N:35]3[CH:39]=[CH:38][CH:37]=[CH:36]3)[CH:30]=2)[CH:16]=1)[CH2:8][C:9]1[CH:14]=[CH:13][CH:12]=[CH:11][CH:10]=1.[OH-].[Na+].Cl. (3) The reactants are: [CH3:1][C:2]1([CH3:27])[CH2:7][CH:6]([NH:8][C:9]2[N:14]=[C:13]([C:15]3[S:19][C:18]4[CH:20]=[C:21]([OH:24])[CH:22]=[CH:23][C:17]=4[CH:16]=3)[CH:12]=[CH:11][N:10]=2)[CH2:5][C:4]([CH3:26])([CH3:25])[NH:3]1.[H-].[Na+].[CH2:30](Br)[CH:31]=[CH2:32].O. Given the product [CH2:32]([O:24][C:21]1[CH:22]=[CH:23][C:17]2[CH:16]=[C:15]([C:13]3[CH:12]=[CH:11][N:10]=[C:9]([NH:8][CH:6]4[CH2:7][C:2]([CH3:27])([CH3:1])[NH:3][C:4]([CH3:26])([CH3:25])[CH2:5]4)[N:14]=3)[S:19][C:18]=2[CH:20]=1)[CH:31]=[CH2:30], predict the reactants needed to synthesize it. (4) Given the product [NH2:57][C:52]1[CH:53]=[CH:54][CH:55]=[CH:56][C:51]=1[NH:50][C:48](=[O:49])[C:47]1[CH:46]=[CH:45][C:44]([CH2:43][NH:42][C:11](=[O:13])[C:10]([C:14]2[CH:19]=[CH:18][C:17]([F:20])=[CH:16][CH:15]=2)=[CH:9][C:4]2[CH:5]=[CH:6][C:7]([F:8])=[C:2]([F:1])[CH:3]=2)=[CH:59][CH:58]=1, predict the reactants needed to synthesize it. The reactants are: [F:1][C:2]1[CH:3]=[C:4]([CH:9]=[C:10]([C:14]2[CH:19]=[CH:18][C:17]([F:20])=[CH:16][CH:15]=2)[C:11]([OH:13])=O)[CH:5]=[CH:6][C:7]=1[F:8].CCN=C=NCCCN(C)C.C1C=CC2N(O)N=NC=2C=1.[NH2:42][CH2:43][C:44]1[CH:59]=[CH:58][C:47]([C:48]([NH:50][C:51]2[CH:56]=[CH:55][CH:54]=[CH:53][C:52]=2[NH2:57])=[O:49])=[CH:46][CH:45]=1. (5) Given the product [C:1]1([CH2:7][CH2:8][CH2:9][CH2:10][C:11]([O:13][CH3:14])=[O:12])[CH:6]=[CH:5][CH:4]=[CH:3][CH:2]=1, predict the reactants needed to synthesize it. The reactants are: [C:1]1([CH2:7][CH2:8][CH2:9][CH2:10][C:11]([OH:13])=[O:12])[CH:6]=[CH:5][CH:4]=[CH:3][CH:2]=1.[CH3:14]O. (6) Given the product [CH3:8][O:9][C:10]1[CH:11]=[C:12]([CH:16]2[CH2:25][C:24]([CH3:27])([CH3:26])[C:23]3[C:18](=[CH:19][CH:20]=[C:21]([C:28]([NH:5][S:2]([CH3:1])(=[O:4])=[O:3])=[O:29])[CH:22]=3)[NH:17]2)[CH:13]=[CH:14][CH:15]=1, predict the reactants needed to synthesize it. The reactants are: [CH3:1][S:2]([NH2:5])(=[O:4])=[O:3].[H-].[Na+].[CH3:8][O:9][C:10]1[CH:11]=[C:12]([CH:16]2[CH2:25][C:24]([CH3:27])([CH3:26])[C:23]3[C:18](=[CH:19][CH:20]=[C:21]([C:28](O)=[O:29])[CH:22]=3)[NH:17]2)[CH:13]=[CH:14][CH:15]=1.C(N1C=CN=C1)(N1C=CN=C1)=O.